This data is from Forward reaction prediction with 1.9M reactions from USPTO patents (1976-2016). The task is: Predict the product of the given reaction. (1) The product is: [O:1]1[C:5]2[CH:6]=[CH:7][C:8]([CH2:10][O:11][C:12]([C:14]3[S:15][C:16]([CH3:20])=[C:17]([NH:19][C:29]([NH:28][CH2:21][C:22]4[CH:27]=[CH:26][CH:25]=[CH:24][CH:23]=4)=[O:30])[CH:18]=3)=[O:13])=[CH:9][C:4]=2[O:3][CH2:2]1. Given the reactants [O:1]1[C:5]2[CH:6]=[CH:7][C:8]([CH2:10][O:11][C:12]([C:14]3[S:15][C:16]([CH3:20])=[C:17]([NH2:19])[CH:18]=3)=[O:13])=[CH:9][C:4]=2[O:3][CH2:2]1.[CH2:21]([N:28]=[C:29]=[O:30])[C:22]1[CH:27]=[CH:26][CH:25]=[CH:24][CH:23]=1, predict the reaction product. (2) The product is: [C:8]12([CH2:18][CH2:19][CH:5]([CH2:4][NH2:1])[CH2:6][CH2:7]1)[C:17]1[C:12](=[CH:13][CH:14]=[CH:15][CH:16]=1)[CH2:11][CH2:10][O:9]2. Given the reactants [N+:1]([CH:4]=[C:5]1[CH2:19][CH2:18][C:8]2([C:17]3[C:12](=[CH:13][CH:14]=[CH:15][CH:16]=3)[CH2:11][CH2:10][O:9]2)[CH2:7][CH2:6]1)([O-])=O, predict the reaction product. (3) Given the reactants [C:1]([O:5][C:6](=[O:47])[C@@H:7]([NH:20][C:21](=[O:46])[CH2:22][CH2:23][CH2:24][CH2:25][CH2:26][CH2:27][CH2:28][CH2:29][CH2:30][CH2:31][CH2:32][C:33]1[CH:38]=[CH:37][C:36]([C:39]([O:41][C:42]([CH3:45])([CH3:44])[CH3:43])=[O:40])=[CH:35][CH:34]=1)[CH2:8][CH2:9][C:10]([O:12]CC1C=CC=CC=1)=[O:11])([CH3:4])([CH3:3])[CH3:2], predict the reaction product. The product is: [C:1]([O:5][C:6](=[O:47])[C@@H:7]([NH:20][C:21](=[O:46])[CH2:22][CH2:23][CH2:24][CH2:25][CH2:26][CH2:27][CH2:28][CH2:29][CH2:30][CH2:31][CH2:32][C:33]1[CH:34]=[CH:35][C:36]([C:39]([O:41][C:42]([CH3:45])([CH3:44])[CH3:43])=[O:40])=[CH:37][CH:38]=1)[CH2:8][CH2:9][C:10]([OH:12])=[O:11])([CH3:4])([CH3:2])[CH3:3]. (4) Given the reactants [CH3:1][O:2][C:3]1[N:8]=[C:7]2[CH:9]=[CH:10][NH:11][C:6]2=[CH:5][CH:4]=1.[CH3:12][C:13]([O:16][C:17](O[C:17]([O:16][C:13]([CH3:15])([CH3:14])[CH3:12])=[O:18])=[O:18])([CH3:15])[CH3:14].CCN(CC)CC, predict the reaction product. The product is: [CH3:1][O:2][C:3]1[N:8]=[C:7]2[CH:9]=[CH:10][N:11]([C:17]([O:16][C:13]([CH3:15])([CH3:14])[CH3:12])=[O:18])[C:6]2=[CH:5][CH:4]=1. (5) Given the reactants [CH2:1]([N:3]1[C:7]2[CH:8]=[CH:9][C:10]([C:12](=O)[CH3:13])=[CH:11][C:6]=2[N:5]=[C:4]1[CH2:15][C:16]1[N:17]([C:21]2[CH:26]=[CH:25][CH:24]=[C:23]([F:27])[CH:22]=2)[N:18]=[CH:19][CH:20]=1)[CH3:2].Cl.[O:29]([NH2:31])[CH3:30].C([O-])(=O)C.[Na+], predict the reaction product. The product is: [CH2:1]([N:3]1[C:7]2[CH:8]=[CH:9][C:10]([C:12](=[N:31][O:29][CH3:30])[CH3:13])=[CH:11][C:6]=2[N:5]=[C:4]1[CH2:15][C:16]1[N:17]([C:21]2[CH:26]=[CH:25][CH:24]=[C:23]([F:27])[CH:22]=2)[N:18]=[CH:19][CH:20]=1)[CH3:2]. (6) Given the reactants Br[C:2]1[S:6][C:5]([C@H:7]([N:9]([CH:29]2[CH2:31][CH2:30]2)[C:10]([C@H:12]2[CH2:17][N:16]([C:18]([O:20][C:21]([CH3:24])([CH3:23])[CH3:22])=[O:19])[CH2:15][C@@H:14]([C:25]([O:27][CH3:28])=[O:26])[O:13]2)=[O:11])[CH3:8])=[CH:4][C:3]=1[CH2:32][CH2:33][CH2:34][NH:35][C:36]([O:38][CH3:39])=[O:37].[C:40]1(B(O)O)[CH:45]=[CH:44][CH:43]=[CH:42][CH:41]=1.C(=O)([O-])[O-].[K+].[K+].C(=O)([O-])O.[Na+], predict the reaction product. The product is: [CH:29]1([N:9]([C@@H:7]([C:5]2[S:6][C:2]([C:40]3[CH:45]=[CH:44][CH:43]=[CH:42][CH:41]=3)=[C:3]([CH2:32][CH2:33][CH2:34][NH:35][C:36]([O:38][CH3:39])=[O:37])[CH:4]=2)[CH3:8])[C:10]([C@H:12]2[CH2:17][N:16]([C:18]([O:20][C:21]([CH3:24])([CH3:23])[CH3:22])=[O:19])[CH2:15][C@@H:14]([C:25]([O:27][CH3:28])=[O:26])[O:13]2)=[O:11])[CH2:31][CH2:30]1. (7) Given the reactants Cl[C:2]1[C:11]2[CH:10]=[CH:9][CH:8]=[CH:7][C:6]=2[N:5]=[C:4]2[CH2:12][CH2:13][CH2:14][C:3]=12.[NH2:15][C:16]1[CH:25]=[CH:24][C:19]([C:20]([O:22][CH3:23])=[O:21])=[CH:18][CH:17]=1.C1(O)C=CC=CC=1.[I-].[Na+], predict the reaction product. The product is: [CH3:23][O:22][C:20]([C:19]1[CH:24]=[CH:25][C:16]([NH:15][C:2]2[C:11]3[CH:10]=[CH:9][CH:8]=[CH:7][C:6]=3[N:5]=[C:4]3[CH2:12][CH2:13][CH2:14][C:3]=23)=[CH:17][CH:18]=1)=[O:21].